From a dataset of Full USPTO retrosynthesis dataset with 1.9M reactions from patents (1976-2016). Predict the reactants needed to synthesize the given product. (1) The reactants are: [F:1][C:2]1[CH:7]=[CH:6][C:5]([CH:8]([C:12]2[CH:17]=[CH:16][C:15]([F:18])=[CH:14][CH:13]=2)[C:9]([OH:11])=O)=[CH:4][CH:3]=1.[NH2:19][CH2:20][CH2:21][CH2:22][N:23]1[CH2:28][CH2:27][CH:26]([C:29]2[CH:30]=[C:31]([NH:35][C:36]([CH:38]3[CH2:40][CH2:39]3)=[O:37])[CH:32]=[CH:33][CH:34]=2)[CH2:25][CH2:24]1. Given the product [F:18][C:15]1[CH:16]=[CH:17][C:12]([CH:8]([C:5]2[CH:4]=[CH:3][C:2]([F:1])=[CH:7][CH:6]=2)[C:9]([NH:19][CH2:20][CH2:21][CH2:22][N:23]2[CH2:28][CH2:27][CH:26]([C:29]3[CH:30]=[C:31]([NH:35][C:36]([CH:38]4[CH2:40][CH2:39]4)=[O:37])[CH:32]=[CH:33][CH:34]=3)[CH2:25][CH2:24]2)=[O:11])=[CH:13][CH:14]=1, predict the reactants needed to synthesize it. (2) Given the product [CH3:16][C:4]1[CH:5]=[C:6]([O:8][CH2:9][CH2:10][CH2:11][S:12]([CH3:15])(=[O:14])=[O:13])[CH:7]=[C:2]([CH3:1])[C:3]=1[C:17]1[CH:22]=[CH:21][CH:20]=[C:19]([CH2:23][O:24][C:25]2[CH:26]=[CH:27][C:28]([C:31]3([CH2:42][C:43]([O:45][CH2:46][CH3:47])=[O:44])[CH2:34][NH:33][CH2:32]3)=[CH:29][CH:30]=2)[CH:18]=1, predict the reactants needed to synthesize it. The reactants are: [CH3:1][C:2]1[CH:7]=[C:6]([O:8][CH2:9][CH2:10][CH2:11][S:12]([CH3:15])(=[O:14])=[O:13])[CH:5]=[C:4]([CH3:16])[C:3]=1[C:17]1[CH:22]=[CH:21][CH:20]=[C:19]([CH2:23][O:24][C:25]2[CH:30]=[CH:29][C:28]([C:31]3([CH2:42][C:43]([O:45][CH2:46][CH3:47])=[O:44])[CH2:34][N:33](C(OC(C)(C)C)=O)[CH2:32]3)=[CH:27][CH:26]=2)[CH:18]=1. (3) The reactants are: [F:1][C:2]1[CH:20]=[CH:19][C:5]([CH2:6][N:7]2[CH:16]=[CH:15][C:14]3[C:9](=[CH:10][CH:11]=[CH:12][C:13]=3I)[C:8]2=[O:18])=[CH:4][CH:3]=1.[NH2:21][CH2:22][C:23]1([OH:30])[CH2:29][CH2:28][CH2:27][CH2:26][CH2:25][CH2:24]1.N12CCCN=C1CCCCC2.[O:42]1CCOC[CH2:43]1. Given the product [OH:30][C:23]1([CH2:22][NH:21][C:43]([C:13]2[C:14]3[CH:15]=[CH:16][N:7]([CH2:6][C:5]4[CH:19]=[CH:20][C:2]([F:1])=[CH:3][CH:4]=4)[C:8](=[O:18])[C:9]=3[CH:10]=[CH:11][CH:12]=2)=[O:42])[CH2:29][CH2:28][CH2:27][CH2:26][CH2:25][CH2:24]1, predict the reactants needed to synthesize it. (4) Given the product [F:1][C:2]1[CH:11]=[C:10]2[C:5]([CH2:6][CH2:7][C:8](=[O:13])[N:9]2[CH3:12])=[CH:4][C:3]=1[C:14]1[CH:15]=[C:16]([CH2:20][N:21]([CH3:27])[S:22]([CH2:25][CH3:26])(=[O:24])=[O:23])[CH:17]=[N:18][CH:19]=1, predict the reactants needed to synthesize it. The reactants are: [F:1][C:2]1[CH:11]=[C:10]2[C:5]([CH2:6][CH2:7][C:8](=[O:13])[N:9]2[CH3:12])=[CH:4][C:3]=1[C:14]1[CH:15]=[C:16]([CH2:20][NH:21][S:22]([CH2:25][CH3:26])(=[O:24])=[O:23])[CH:17]=[N:18][CH:19]=1.[CH3:27]C(C)([O-])C.[K+].CI.O. (5) Given the product [Cl:1][C:2]1[CH:7]=[CH:6][C:5]([NH:8][C:9]([NH:15][C:16]2[CH:17]=[CH:18][C:19]([O:20][C:21]3[CH:22]=[C:23]4[C:28](=[CH:29][CH:30]=3)[N:27]=[CH:26][N:25]([CH3:31])[C:24]4=[O:32])=[CH:33][CH:34]=2)=[O:10])=[CH:4][C:3]=1[C:11]([F:12])([F:13])[F:14], predict the reactants needed to synthesize it. The reactants are: [Cl:1][C:2]1[CH:7]=[CH:6][C:5]([N:8]=[C:9]=[O:10])=[CH:4][C:3]=1[C:11]([F:14])([F:13])[F:12].[NH2:15][C:16]1[CH:34]=[CH:33][C:19]([O:20][C:21]2[CH:22]=[C:23]3[C:28](=[CH:29][CH:30]=2)[N:27]=[CH:26][N:25]([CH3:31])[C:24]3=[O:32])=[CH:18][CH:17]=1.